This data is from Catalyst prediction with 721,799 reactions and 888 catalyst types from USPTO. The task is: Predict which catalyst facilitates the given reaction. (1) Reactant: [Br-].[F:2][C:3]1[CH:8]=[CH:7][C:6]([C:9]2[C:14]([CH2:15][P+](C3C=CC=CC=3)(C3C=CC=CC=3)C3C=CC=CC=3)=[C:13]([CH:35]([CH3:37])[CH3:36])[N:12]=[C:11]([N:38]([CH3:43])[S:39]([CH3:42])(=[O:41])=[O:40])[N:10]=2)=[CH:5][CH:4]=1.C[Si](C)(C)N[Si](C)(C)C.[Li].[Si:54]([O:61][C@H:62]1[CH2:67][C:66](=[O:68])[O:65][C@H:64]([CH:69]=O)[CH2:63]1)([C:57]([CH3:60])([CH3:59])[CH3:58])([CH3:56])[CH3:55].[Cl-].[NH4+]. Product: [Si:54]([O:61][C@H:62]1[CH2:67][C:66](=[O:68])[O:65][C@H:64](/[CH:69]=[CH:15]/[C:14]2[C:9]([C:6]3[CH:7]=[CH:8][C:3]([F:2])=[CH:4][CH:5]=3)=[N:10][C:11]([N:38]([CH3:43])[S:39]([CH3:42])(=[O:40])=[O:41])=[N:12][C:13]=2[CH:35]([CH3:37])[CH3:36])[CH2:63]1)([C:57]([CH3:60])([CH3:59])[CH3:58])([CH3:56])[CH3:55]. The catalyst class is: 7. (2) Reactant: C(OC(=O)[NH:7][CH2:8][CH2:9][N:10]1[C:18]2[C:13](=[CH:14][C:15]([CH2:23][O:24][Si:25]([C:38]([CH3:41])([CH3:40])[CH3:39])([C:32]3[CH:37]=[CH:36][CH:35]=[CH:34][CH:33]=3)[C:26]3[CH:31]=[CH:30][CH:29]=[CH:28][CH:27]=3)=[C:16]([S:19]([CH3:22])(=[O:21])=[O:20])[CH:17]=2)[CH:12]=[C:11]1[C:42](=O)[CH:43]([CH3:45])[CH3:44])(C)(C)C.FC(F)(F)C(O)=O. Product: [Si:25]([O:24][CH2:23][C:15]1[C:16]([S:19]([CH3:22])(=[O:20])=[O:21])=[CH:17][C:18]2[N:10]3[CH2:9][CH2:8][N:7]=[C:42]([CH:43]([CH3:45])[CH3:44])[C:11]3=[CH:12][C:13]=2[CH:14]=1)([C:38]([CH3:41])([CH3:39])[CH3:40])([C:32]1[CH:37]=[CH:36][CH:35]=[CH:34][CH:33]=1)[C:26]1[CH:31]=[CH:30][CH:29]=[CH:28][CH:27]=1. The catalyst class is: 2. (3) The catalyst class is: 11. Product: [CH3:1][N:2]1[C:6]2[CH:7]=[CH:8][C:9]([N:11]3[CH:16]=[C:15]([C:17]4[NH:51][N:50]=[N:49][N:18]=4)[C:14](=[O:19])[N:13]([C@H:20]4[C:28]5[C:23](=[C:24]([C:29]([F:31])([F:32])[F:30])[CH:25]=[CH:26][CH:27]=5)[CH2:22][CH2:21]4)[C:12]3=[O:33])=[CH:10][C:5]=2[S:4][C:3]1=[O:34]. Reactant: [CH3:1][N:2]1[C:6]2[CH:7]=[CH:8][C:9]([N:11]3[CH:16]=[C:15]([C:17]#[N:18])[C:14](=[O:19])[N:13]([C@H:20]4[C:28]5[C:23](=[C:24]([C:29]([F:32])([F:31])[F:30])[CH:25]=[CH:26][CH:27]=5)[CH2:22][CH2:21]4)[C:12]3=[O:33])=[CH:10][C:5]=2[S:4][C:3]1=[O:34].C([Sn](=O)CCCC)CCC.C[Si]([N:49]=[N+:50]=[N-:51])(C)C.C(O)C. (4) Reactant: [CH3:1][N:2]([CH2:4][CH2:5][CH2:6][CH2:7][CH2:8][CH2:9][CH2:10][CH2:11][CH2:12][CH3:13])[CH3:3].[CH3:14][O:15][CH2:16][CH2:17][Br:18]. Product: [Br-:18].[CH3:14][O:15][CH2:16][CH2:17][N+:2]([CH3:1])([CH3:3])[CH2:4][CH2:5][CH2:6][CH2:7][CH2:8][CH2:9][CH2:10][CH2:11][CH2:12][CH3:13]. The catalyst class is: 21.